This data is from Forward reaction prediction with 1.9M reactions from USPTO patents (1976-2016). The task is: Predict the product of the given reaction. The product is: [Cl:17][CH2:18][C:19]1[N:15]=[C:13]([CH:12]=[CH:11][C:9]2[CH:8]=[CH:7][C:5]3[O:6][C:2]([F:1])([F:16])[O:3][C:4]=3[CH:10]=2)[O:14][CH:20]=1. Given the reactants [F:1][C:2]1([F:16])[O:6][C:5]2[CH:7]=[CH:8][C:9]([CH:11]=[CH:12][C:13]([NH2:15])=[O:14])=[CH:10][C:4]=2[O:3]1.[Cl:17][CH:18](Cl)[C:19](=O)[CH3:20], predict the reaction product.